Dataset: Reaction yield outcomes from USPTO patents with 853,638 reactions. Task: Predict the reaction yield, written as a fraction of the theoretical maximum amount of product (1.0 means a 100% yield; for example, 0.34 means a 34% yield). (1) The reactants are [O:1]=[C:2]1[CH:6]([C:7]([O:9]C)=[O:8])[CH2:5][CH2:4][N:3]1[C:11]1[CH:12]=[N:13][CH:14]=[CH:15][CH:16]=1.O[Li].O. The catalyst is C1COCC1.O. The product is [O:1]=[C:2]1[CH:6]([C:7]([OH:9])=[O:8])[CH2:5][CH2:4][N:3]1[C:11]1[CH:12]=[N:13][CH:14]=[CH:15][CH:16]=1. The yield is 1.00. (2) The reactants are [F:1][C:2]1[CH:3]=[C:4]([CH:7]=[C:8]([F:12])[C:9]=1[S:10][CH3:11])[CH:5]=[O:6].[BH4-].[Na+].Cl.O. The catalyst is C1COCC1. The product is [F:12][C:8]1[CH:7]=[C:4]([CH2:5][OH:6])[CH:3]=[C:2]([F:1])[C:9]=1[S:10][CH3:11]. The yield is 0.780. (3) The reactants are [Li+].CC([N-]C(C)C)C.[Cl:9][C:10]1[CH:15]=[C:14]([Cl:16])[N:13]=[CH:12][N:11]=1.[CH:17]1([CH:20]=[O:21])[CH2:19][CH2:18]1. The catalyst is C1COCC1. The product is [CH:17]1([CH:20]([C:15]2[C:10]([Cl:9])=[N:11][CH:12]=[N:13][C:14]=2[Cl:16])[OH:21])[CH2:19][CH2:18]1. The yield is 0.800. (4) The reactants are [NH2:1][C:2]1[CH:3]=[C:4]([N:8]2[CH:12]=[CH:11][N:10]=[CH:9]2)[CH:5]=[CH:6][CH:7]=1.[CH2:13]([O:15][C:16](=[O:25])[CH2:17][C:18](=O)[CH2:19][CH2:20][CH2:21][CH2:22]Cl)[CH3:14].II.[CH:28]1C=CC=CC=1. No catalyst specified. The product is [CH2:13]([O:15][C:16](=[O:25])[CH:17]=[CH:18][CH:19]1[CH2:20][CH2:21][CH2:22][CH2:28][N:1]1[C:2]1[CH:7]=[CH:6][CH:5]=[C:4]([N:8]2[CH:12]=[CH:11][N:10]=[CH:9]2)[CH:3]=1)[CH3:14]. The yield is 0.0800. (5) The reactants are [C:1]([O:7][CH2:8][N:9]1[C:13]2[N:14]=[CH:15][N:16]=[C:17]([C:18]3[CH:19]=[N:20][N:21](C(OCC)C)[CH:22]=3)[C:12]=2[CH:11]=[CH:10]1)(=[O:6])[C:2]([CH3:5])([CH3:4])[CH3:3].C1COCC1.[OH-].[Na+]. The catalyst is Cl. The product is [C:1]([O:7][CH2:8][N:9]1[C:13]2[N:14]=[CH:15][N:16]=[C:17]([C:18]3[CH:19]=[N:20][NH:21][CH:22]=3)[C:12]=2[CH:11]=[CH:10]1)(=[O:6])[C:2]([CH3:5])([CH3:4])[CH3:3]. The yield is 0.770. (6) The reactants are [C:1]1([C:7](=O)[C:8]([N:10]2[CH2:15][CH2:14][CH2:13][CH2:12][CH2:11]2)=[O:9])[CH:6]=[CH:5][CH:4]=[CH:3][CH:2]=1.[C:17]1([CH3:28])[CH:22]=[CH:21][C:20]([S:23]([NH:26][NH2:27])(=[O:25])=[O:24])=[CH:19][CH:18]=1. The catalyst is S(=O)(=O)(O)O.C(O)C. The product is [C:17]1([CH3:28])[CH:18]=[CH:19][C:20]([S:23]([NH:26][N:27]=[C:7]([C:1]2[CH:6]=[CH:5][CH:4]=[CH:3][CH:2]=2)[C:8]([N:10]2[CH2:15][CH2:14][CH2:13][CH2:12][CH2:11]2)=[O:9])(=[O:24])=[O:25])=[CH:21][CH:22]=1. The yield is 0.906. (7) The reactants are [CH3:1][C:2](=[O:8])[CH2:3][CH2:4][CH2:5][CH2:6][CH3:7].[ClH:9].N1C=CC=CC=1. The catalyst is C(#N)C. The product is [Cl:9][CH2:7][CH:6]1[CH2:5][CH2:4][CH2:3][C:2](=[O:8])[CH2:1]1. The yield is 0.731.